Dataset: Forward reaction prediction with 1.9M reactions from USPTO patents (1976-2016). Task: Predict the product of the given reaction. (1) The product is: [C:1]1([C@H:7]2[CH2:8][CH2:9][C@H:10]([CH2:13][C:14]([O:16][CH2:17][CH3:18])=[O:15])[CH2:11][CH2:12]2)[CH:6]=[CH:5][CH:4]=[CH:3][CH:2]=1. Given the reactants [C:1]1([CH:7]2[CH2:12][CH2:11][C:10](=[CH:13][C:14]([O:16][CH2:17][CH3:18])=[O:15])[CH2:9][CH2:8]2)[CH:6]=[CH:5][CH:4]=[CH:3][CH:2]=1, predict the reaction product. (2) Given the reactants [CH3:1][NH:2][CH2:3][CH2:4][CH:5]([C:7]1[CH:12]=[CH:11][CH:10]=[CH:9][CH:8]=1)[OH:6].[CH3:25][C:24]([O:23][C:21](O[C:21]([O:23][C:24]([CH3:27])([CH3:26])[CH3:25])=[O:22])=[O:22])([CH3:27])[CH3:26], predict the reaction product. The product is: [OH:6][CH:5]([C:7]1[CH:12]=[CH:11][CH:10]=[CH:9][CH:8]=1)[CH2:4][CH2:3][N:2]([CH3:1])[C:21](=[O:22])[O:23][C:24]([CH3:25])([CH3:26])[CH3:27]. (3) The product is: [C:17]([NH:21][CH2:20][CH2:19][O:9][C:8]1[CH:10]=[CH:11][C:3]([CH2:2][C:1]([O:13][CH3:14])=[O:12])=[CH:4][C:5]=1[O:6][CH3:7])(=[O:18])[CH2:15][CH3:16]. Given the reactants [C:1]([O:13][CH3:14])(=[O:12])[CH2:2][C:3]1[CH:11]=[CH:10][C:8]([OH:9])=[C:5]([O:6][CH3:7])[CH:4]=1.[CH2:15]([C:17]1[O:18][CH2:19][CH2:20][N:21]=1)[CH3:16], predict the reaction product. (4) Given the reactants [CH3:1][O:2][C:3](=[O:37])[C:4]([O:7][C:8]1[CH:13]=[CH:12][C:11]([CH2:14][CH2:15][CH2:16][CH:17]2[CH2:21][N:20]([CH2:22][C:23]3[CH:28]=[CH:27][C:26]([C:29]([CH3:32])([CH3:31])[CH3:30])=[CH:25][CH:24]=3)[C:19](=[O:33])[N:18]2[CH3:34])=[CH:10][C:9]=1[CH:35]=[CH2:36])([CH3:6])[CH3:5], predict the reaction product. The product is: [CH3:1][O:2][C:3](=[O:37])[C:4]([O:7][C:8]1[CH:13]=[CH:12][C:11]([CH2:14][CH2:15][CH2:16][CH:17]2[CH2:21][N:20]([CH2:22][C:23]3[CH:24]=[CH:25][C:26]([C:29]([CH3:30])([CH3:31])[CH3:32])=[CH:27][CH:28]=3)[C:19](=[O:33])[N:18]2[CH3:34])=[CH:10][C:9]=1[CH2:35][CH3:36])([CH3:5])[CH3:6]. (5) The product is: [CH3:1][O:2][C:3]1[CH:4]=[CH:5][C:6]([C:9]2[C:18]([C:19]3[CH:24]=[CH:23][C:22]([O:25][CH3:26])=[CH:21][CH:20]=3)=[CH:17][C:16]3[C:11](=[CH:12][CH:13]=[C:14]([C:27]([OH:29])=[O:28])[CH:15]=3)[N:10]=2)=[CH:7][CH:8]=1. Given the reactants [CH3:1][O:2][C:3]1[CH:8]=[CH:7][C:6]([C:9]2[C:18]([C:19]3[CH:24]=[CH:23][C:22]([O:25][CH3:26])=[CH:21][CH:20]=3)=[CH:17][C:16]3[C:11](=[CH:12][CH:13]=[C:14]([C:27]([O:29]CC)=[O:28])[CH:15]=3)[N:10]=2)=[CH:5][CH:4]=1.[OH-].[Na+], predict the reaction product. (6) Given the reactants [Cl:1][C:2]1[CH:3]=[C:4]([OH:10])[CH:5]=[CH:6][C:7]=1[O:8][CH3:9].C1N2CN3CN(C2)CN1C3.FC(F)(F)[C:23](O)=[O:24], predict the reaction product. The product is: [Cl:1][C:2]1[C:7]([O:8][CH3:9])=[CH:6][C:5]([CH:23]=[O:24])=[C:4]([OH:10])[CH:3]=1. (7) Given the reactants [CH3:1][O:2][C:3](=[O:33])[CH2:4][CH2:5][CH2:6][CH2:7][CH2:8][O:9][C:10]1[CH:11]=[CH:12][C:13]2[N:17]=[C:16](SCC3C=CC=CC=3)[N:15]([C:26]3[CH:31]=[CH:30][CH:29]=[CH:28][CH:27]=3)[C:14]=2[CH:32]=1.Cl[C:35]1[CH:40]=[CH:39][CH:38]=[C:37]([C:41](OO)=O)[CH:36]=1.[S:45]([O:48]S([O-])=O)([O-])=[O:46].[Na+].[Na+], predict the reaction product. The product is: [CH3:1][O:2][C:3](=[O:33])[CH2:4][CH2:5][CH2:6][CH2:7][CH2:8][O:9][C:10]1[CH:11]=[CH:12][C:13]2[N:17]=[C:16]([S:45]([CH2:41][C:37]3[CH:36]=[CH:35][CH:40]=[CH:39][CH:38]=3)(=[O:48])=[O:46])[N:15]([C:26]3[CH:31]=[CH:30][CH:29]=[CH:28][CH:27]=3)[C:14]=2[CH:32]=1. (8) Given the reactants [Br:1][C:2]1[CH:3]=[N:4][C:5](Cl)=[N:6][CH:7]=1.Cl.[F:10][C:11]([F:26])([F:25])[C:12]1[CH:24]=[CH:23][CH:22]=[CH:21][C:13]=1[O:14][CH:15]1[CH2:20][CH2:19][NH:18][CH2:17][CH2:16]1.C(N(CC)C(C)C)(C)C.[NH4+].[Cl-], predict the reaction product. The product is: [Br:1][C:2]1[CH:3]=[N:4][C:5]([N:18]2[CH2:17][CH2:16][CH:15]([O:14][C:13]3[CH:21]=[CH:22][CH:23]=[CH:24][C:12]=3[C:11]([F:10])([F:25])[F:26])[CH2:20][CH2:19]2)=[N:6][CH:7]=1.